Dataset: Reaction yield outcomes from USPTO patents with 853,638 reactions. Task: Predict the reaction yield, written as a fraction of the theoretical maximum amount of product (1.0 means a 100% yield; for example, 0.34 means a 34% yield). (1) The reactants are CC1(C)[O:7][CH2:6][CH:5]([CH2:8][CH2:9][N:10]2[CH:17]=[C:16]([CH3:18])[C:14](=[O:15])[NH:13][C:11]2=[O:12])[CH2:4][O:3]1.[OH-].[Na+]. The catalyst is Cl. The product is [OH:3][CH2:4][CH:5]([CH2:6][OH:7])[CH2:8][CH2:9][N:10]1[CH:17]=[C:16]([CH3:18])[C:14](=[O:15])[NH:13][C:11]1=[O:12]. The yield is 0.670. (2) The reactants are [O:1]([C:8]1[CH:9]=[C:10]([CH:25]=[CH:26][CH:27]=1)[CH2:11][NH:12][C:13]1[CH:18]=[CH:17][C:16]([C@@H:19]2[CH2:21][C@H:20]2[C:22]([OH:24])=O)=[CH:15][CH:14]=1)[C:2]1[CH:7]=[CH:6][CH:5]=[CH:4][CH:3]=1.CN(C(ON1N=NC2C=CC=NC1=2)=[N+](C)C)C.F[P-](F)(F)(F)(F)F.[CH3:52][O:53][C:54]1[CH:61]=[CH:60][C:57]([CH2:58][NH2:59])=[CH:56][CH:55]=1. The catalyst is ClCCl.CN(C=O)C. The product is [CH3:52][O:53][C:54]1[CH:61]=[CH:60][C:57]([CH2:58][NH:59][C:22]([C@@H:20]2[CH2:21][C@H:19]2[C:16]2[CH:17]=[CH:18][C:13]([NH:12][CH2:11][C:10]3[CH:25]=[CH:26][CH:27]=[C:8]([O:1][C:2]4[CH:3]=[CH:4][CH:5]=[CH:6][CH:7]=4)[CH:9]=3)=[CH:14][CH:15]=2)=[O:24])=[CH:56][CH:55]=1. The yield is 0.620. (3) The reactants are [CH:1]1([C@H:4]([NH:7][C@H:8]([C:10]2[CH:15]=[CH:14][CH:13]=[CH:12][CH:11]=2)[CH3:9])[CH2:5][OH:6])[CH2:3][CH2:2]1.[H-].[Na+].[CH3:18]I. The catalyst is C1COCC1. The product is [CH:1]1([C@H:4]([NH:7][C@H:8]([C:10]2[CH:11]=[CH:12][CH:13]=[CH:14][CH:15]=2)[CH3:9])[CH2:5][O:6][CH3:18])[CH2:3][CH2:2]1. The yield is 0.850.